This data is from Peptide-MHC class I binding affinity with 185,985 pairs from IEDB/IMGT. The task is: Regression. Given a peptide amino acid sequence and an MHC pseudo amino acid sequence, predict their binding affinity value. This is MHC class I binding data. The peptide sequence is VLYCVHQHI. The MHC is HLA-A68:02 with pseudo-sequence HLA-A68:02. The binding affinity (normalized) is 0.486.